This data is from Forward reaction prediction with 1.9M reactions from USPTO patents (1976-2016). The task is: Predict the product of the given reaction. (1) Given the reactants C([O:5][C:6]([C:8]1[CH:9]=[CH:10][C:11]([C:41]2[CH:46]=[CH:45][C:44]([Cl:47])=[CH:43][CH:42]=2)=[C:12]([CH:40]=1)[CH2:13][O:14][C:15]1[CH:20]=[CH:19][C:18]([C:21]2[N:25]([CH:26]3[CH2:31][CH2:30][CH2:29][CH2:28][CH2:27]3)[C:24]3[CH:32]=[CH:33][C:34]([C:36]([O:38][CH3:39])=[O:37])=[CH:35][C:23]=3[N:22]=2)=[CH:17][CH:16]=1)=[O:7])(C)(C)C.FC(F)(F)C(O)=O, predict the reaction product. The product is: [ClH:47].[C:6]([C:8]1[CH:9]=[CH:10][C:11]([C:41]2[CH:46]=[CH:45][C:44]([Cl:47])=[CH:43][CH:42]=2)=[C:12]([CH:40]=1)[CH2:13][O:14][C:15]1[CH:16]=[CH:17][C:18]([C:21]2[N:25]([CH:26]3[CH2:31][CH2:30][CH2:29][CH2:28][CH2:27]3)[C:24]3[CH:32]=[CH:33][C:34]([C:36]([O:38][CH3:39])=[O:37])=[CH:35][C:23]=3[N:22]=2)=[CH:19][CH:20]=1)([OH:7])=[O:5]. (2) Given the reactants [N+:1]([O-:4])(O)=[O:2].[N:5]1[CH:10]=[CH:9][CH:8]=[CH:7][C:6]=1[CH2:11][C:12]([N:14]1[C:22]2[C:17](=[CH:18][CH:19]=[CH:20][CH:21]=2)[CH2:16][CH2:15]1)=[O:13].C(=O)([O-])[O-].[K+].[K+], predict the reaction product. The product is: [N+:1]([C:19]1[CH:18]=[C:17]2[C:22](=[CH:21][CH:20]=1)[N:14]([C:12](=[O:13])[CH2:11][C:6]1[CH:7]=[CH:8][CH:9]=[CH:10][N:5]=1)[CH2:15][CH2:16]2)([O-:4])=[O:2]. (3) Given the reactants [Br:1][C:2]1[CH:15]=[CH:14][CH:13]=[C:12]2[C:3]=1[O:4][C:5]1[CH:6]=[CH:7][C:8]([NH2:16])=[CH:9][C:10]=1[CH2:11]2.[N:17]1[CH:22]=[CH:21][CH:20]=[C:19](B(O)O)[CH:18]=1.C(N(CC)CC)C.C(OCC)(=O)C, predict the reaction product. The product is: [Br:1][C:2]1[CH:15]=[CH:14][CH:13]=[C:12]2[C:3]=1[O:4][C:5]1[CH:6]=[CH:7][C:8]([NH:16][C:19]3[CH:18]=[N:17][CH:22]=[CH:21][CH:20]=3)=[CH:9][C:10]=1[CH2:11]2. (4) Given the reactants [CH2:1]([O:3][C:4]([CH:6]=P(C1C=CC=CC=1)(C1C=CC=CC=1)C1C=CC=CC=1)=[O:5])[CH3:2].O[CH:27]1[C:35]2[C:30](=[CH:31][CH:32]=[CH:33][CH:34]=2)[C:29](=[O:36])[N:28]1[CH3:37], predict the reaction product. The product is: [CH3:37][N:28]1[C:29](=[O:36])[C:30]2[C:35](=[CH:34][CH:33]=[CH:32][CH:31]=2)[CH:27]1[CH2:6][C:4]([O:3][CH2:1][CH3:2])=[O:5]. (5) Given the reactants [CH3:1][O:2][C:3]([C:5]1[CH:6]=[C:7]2[C:12](=[CH:13][CH:14]=1)[N:11]=[N:10][CH:9]=[C:8]2Cl)=[O:4].C([O-])=O.[Na+].C(N(CC)C(C)C)(C)C.O, predict the reaction product. The product is: [CH3:1][O:2][C:3]([C:5]1[CH:6]=[C:7]2[C:12](=[CH:13][CH:14]=1)[N:11]=[N:10][CH:9]=[CH:8]2)=[O:4]. (6) Given the reactants [Cl:1][C:2]1[N:7]=[C:6]2[N:8]([CH3:12])[C:9]([CH3:11])=[N:10][C:5]2=[CH:4][C:3]=1[CH:13]=O.Cl.[NH2:16][OH:17].C(N(CC)CC)C, predict the reaction product. The product is: [Cl:1][C:2]1[N:7]=[C:6]2[N:8]([CH3:12])[C:9]([CH3:11])=[N:10][C:5]2=[CH:4][C:3]=1[CH:13]=[N:16][OH:17]. (7) Given the reactants C([O:8][N:9]1[C:15](=[O:16])[N:14]2[CH2:17][C@H:10]1[CH2:11][CH2:12][C@H:13]2[C:18]1[S:22][C:21]([CH2:23][NH:24][C:25](=[O:31])[O:26][C:27]([CH3:30])([CH3:29])[CH3:28])=[N:20][N:19]=1)C1C=CC=CC=1, predict the reaction product. The product is: [OH:8][N:9]1[C:15](=[O:16])[N:14]2[CH2:17][C@H:10]1[CH2:11][CH2:12][C@H:13]2[C:18]1[S:22][C:21]([CH2:23][NH:24][C:25](=[O:31])[O:26][C:27]([CH3:29])([CH3:28])[CH3:30])=[N:20][N:19]=1. (8) Given the reactants [ClH:1].[F:2][C:3]([F:34])([F:33])[C:4]1[CH:5]=[C:6]([N:10]2[CH2:15][CH2:14][N:13]([CH2:16][CH2:17][CH2:18][CH2:19][NH:20][C:21]3[CH:26]=[C:25]([C:27]4[CH:32]=[CH:31][CH:30]=[CH:29][CH:28]=4)[CH:24]=[CH:23][N:22]=3)[CH2:12][CH2:11]2)[CH:7]=[CH:8][CH:9]=1, predict the reaction product. The product is: [ClH:1].[ClH:1].[F:33][C:3]([F:2])([F:34])[C:4]1[CH:5]=[C:6]([N:10]2[CH2:15][CH2:14][N:13]([CH2:16][CH2:17][CH2:18][CH2:19][NH:20][C:21]3[CH:26]=[C:25]([C:27]4[CH:28]=[CH:29][CH:30]=[CH:31][CH:32]=4)[CH:24]=[CH:23][N:22]=3)[CH2:12][CH2:11]2)[CH:7]=[CH:8][CH:9]=1. (9) The product is: [N:1]([CH2:4][CH:5]1[O:10][C:9]2[C:11]([C:18]3[CH:19]=[CH:20][CH:21]=[CH:22][C:17]=3[Cl:16])=[CH:12][CH:13]=[CH:14][C:8]=2[NH:7][CH2:6]1)=[N+:2]=[N-:3]. Given the reactants [N:1]([CH2:4][CH:5]1[O:10][C:9]2[C:11](Br)=[CH:12][CH:13]=[CH:14][C:8]=2[NH:7][CH2:6]1)=[N+:2]=[N-:3].[Cl:16][C:17]1[CH:22]=[CH:21][CH:20]=[CH:19][C:18]=1B(O)O, predict the reaction product.